This data is from Catalyst prediction with 721,799 reactions and 888 catalyst types from USPTO. The task is: Predict which catalyst facilitates the given reaction. (1) Reactant: C(OC([NH:8][C@@H:9]1[CH2:13][CH2:12][N:11]([C:14]2[C:15]3[CH2:25][CH2:24][CH2:23][C:22]4[CH:26]=[CH:27][CH:28]=[CH:29][C:21]=4[C:16]=3[N:17]=[C:18]([NH2:20])[N:19]=2)[CH2:10]1)=O)(C)(C)C.FC(F)(F)C(O)=O. Product: [NH2:8][C@@H:9]1[CH2:13][CH2:12][N:11]([C:14]2[C:15]3[CH2:25][CH2:24][CH2:23][C:22]4[CH:26]=[CH:27][CH:28]=[CH:29][C:21]=4[C:16]=3[N:17]=[C:18]([NH2:20])[N:19]=2)[CH2:10]1. The catalyst class is: 2. (2) Reactant: C(OC([N:8]1[CH2:13][CH2:12][N:11]([C:14]2([CH2:25][C:26]3[CH:31]=[CH:30][CH:29]=[C:28]([Cl:32])[CH:27]=3)[C:22]3[C:17](=[CH:18][C:19]([Cl:23])=[CH:20][CH:21]=3)[NH:16][C:15]2=[O:24])[CH2:10][CH2:9]1)=O)(C)(C)C. Product: [Cl:23][C:19]1[CH:18]=[C:17]2[C:22]([C:14]([CH2:25][C:26]3[CH:31]=[CH:30][CH:29]=[C:28]([Cl:32])[CH:27]=3)([N:11]3[CH2:12][CH2:13][NH:8][CH2:9][CH2:10]3)[C:15](=[O:24])[NH:16]2)=[CH:21][CH:20]=1. The catalyst class is: 55. (3) Reactant: Cl.[Cl:2][C:3]1[C:7]([Cl:8])=[C:6]([CH3:9])[NH:5][C:4]=1[C:10]([NH:12][C@@H:13]1[CH2:18][CH2:17][NH:16][CH2:15][C@@H:14]1[O:19][CH3:20])=[O:11].Cl[C:22]1[S:23][C:24]([C:33]([O:35][CH2:36][CH3:37])=[O:34])=[C:25]([C:27]2[N:32]=[CH:31][CH:30]=[CH:29][N:28]=2)[N:26]=1.C(=O)(O)[O-].[Na+].C(O)(=O)CC(CC(O)=O)(C(O)=O)O. Product: [Cl:2][C:3]1[C:7]([Cl:8])=[C:6]([CH3:9])[NH:5][C:4]=1[C:10]([NH:12][C@@H:13]1[CH2:18][CH2:17][N:16]([C:22]2[S:23][C:24]([C:33]([O:35][CH2:36][CH3:37])=[O:34])=[C:25]([C:27]3[N:32]=[CH:31][CH:30]=[CH:29][N:28]=3)[N:26]=2)[CH2:15][C@@H:14]1[O:19][CH3:20])=[O:11]. The catalyst class is: 3. (4) Reactant: [CH3:1][C:2]1[CH:10]=[CH:9][C:5]([C:6](O)=[O:7])=[CH:4][C:3]=1[C:11]#[C:12][C:13]1[CH:14]=[N:15][C:16]2[C:21]([CH:22]=1)=[CH:20][CH:19]=[CH:18][CH:17]=2.Cl.CN(C)CCCN=C=NCC.ON1C2C=CC=CC=2N=N1.[Cl:45][C:46]1[CH:55]=[C:54]([Cl:56])[CH:53]=[C:52]([Cl:57])[C:47]=1[C:48]([NH:50][NH2:51])=[O:49]. Product: [Cl:45][C:46]1[CH:55]=[C:54]([Cl:56])[CH:53]=[C:52]([Cl:57])[C:47]=1[C:48]([N:50]([C:6](=[O:7])[C:5]1[CH:9]=[CH:10][C:2]([CH3:1])=[C:3]([C:11]#[C:12][C:13]2[CH:14]=[N:15][C:16]3[C:21]([CH:22]=2)=[CH:20][CH:19]=[CH:18][CH:17]=3)[CH:4]=1)[NH2:51])=[O:49]. The catalyst class is: 9. (5) Reactant: [CH3:1][O:2][C:3]1[CH:4]=[C:5](/[CH:15]=[CH:16]/[C:17](O)=O)[CH:6]=[CH:7][C:8]=1[N:9]1[CH:13]=[C:12]([CH3:14])[N:11]=[CH:10]1.[F:20][C:21]1[CH:22]=[C:23]([NH2:28])[C:24]([NH2:27])=[CH:25][CH:26]=1. Product: [F:20][C:21]1[CH:26]=[CH:25][C:24]2[N:27]=[C:17](/[CH:16]=[CH:15]/[C:5]3[CH:6]=[CH:7][C:8]([N:9]4[CH:13]=[C:12]([CH3:14])[N:11]=[CH:10]4)=[C:3]([O:2][CH3:1])[CH:4]=3)[NH:28][C:23]=2[CH:22]=1. The catalyst class is: 196. (6) Reactant: [Cl:1][C:2]1[CH:3]=[C:4]([CH:19]=[CH:20][C:21]=1[C:22]([OH:24])=O)[C:5]([NH:7][CH2:8][C:9]1[NH:13][C:12]2[CH:14]=[CH:15][C:16]([Cl:18])=[CH:17][C:11]=2[N:10]=1)=[O:6].[CH3:25][CH:26]1[S:31][CH2:30][CH2:29][NH:28][CH2:27]1.CN(C(ON1N=NC2C=CC=CC1=2)=[N+](C)C)C.[B-](F)(F)(F)F.C(N(CC)CC)C. Product: [Cl:1][C:2]1[CH:3]=[C:4]([CH:19]=[CH:20][C:21]=1[C:22]([N:28]1[CH2:29][CH2:30][S:31][CH:26]([CH3:25])[CH2:27]1)=[O:24])[C:5]([NH:7][CH2:8][C:9]1[NH:13][C:12]2[CH:14]=[CH:15][C:16]([Cl:18])=[CH:17][C:11]=2[N:10]=1)=[O:6]. The catalyst class is: 16. (7) Reactant: [O:1]([CH2:8][C@H:9]1[O:11][CH2:10]1)[C:2]1[CH:7]=[CH:6][CH:5]=[CH:4][CH:3]=1.[OH-].[NH4+:13]. Product: [NH2:13][CH2:10][C@H:9]([OH:11])[CH2:8][O:1][C:2]1[CH:7]=[CH:6][CH:5]=[CH:4][CH:3]=1. The catalyst class is: 8. (8) Reactant: [OH-].[Na+].[C:11](O[C:11]([O:13][C:14]([CH3:17])([CH3:16])[CH3:15])=[O:12])([O:13][C:14]([CH3:17])([CH3:16])[CH3:15])=[O:12].O1CCOCC1.[NH2:24][C:25]1([C:30]#[N:31])[CH2:29][CH2:28][CH2:27][CH2:26]1. Product: [C:30]([C:25]1([NH:24][C:11](=[O:12])[O:13][C:14]([CH3:15])([CH3:16])[CH3:17])[CH2:29][CH2:28][CH2:27][CH2:26]1)#[N:31]. The catalyst class is: 6. (9) Reactant: [CH2:1]([NH2:7])[CH2:2][CH2:3][CH2:4][CH2:5][CH3:6].[C:8](O)(=[O:16])[CH:9]([CH:11]([C:13](O)=[O:14])[OH:12])[OH:10]. Product: [CH2:1]([N:7]1[C:13](=[O:14])[CH:11]([OH:12])[CH:9]([OH:10])[C:8]1=[O:16])[CH2:2][CH2:3][CH2:4][CH2:5][CH3:6]. The catalyst class is: 11. (10) Reactant: [OH:1][C:2]1[C:3]([N+:16]([O-])=O)=[C:4]([C:12]([O:14][CH3:15])=[O:13])[C:5](=[CH:10][CH:11]=1)[C:6]([O:8][CH3:9])=[O:7]. Product: [NH2:16][C:3]1[C:2]([OH:1])=[CH:11][CH:10]=[C:5]([C:6]([O:8][CH3:9])=[O:7])[C:4]=1[C:12]([O:14][CH3:15])=[O:13]. The catalyst class is: 19.